This data is from Retrosynthesis with 50K atom-mapped reactions and 10 reaction types from USPTO. The task is: Predict the reactants needed to synthesize the given product. (1) Given the product COC(=O)c1cc(Br)c(/C=C\C(=O)Nc2c(Cl)cccc2Cl)c(Br)c1, predict the reactants needed to synthesize it. The reactants are: COC(=O)c1cc(Br)c(/C=C\C(=O)O)c(Br)c1.Nc1c(Cl)cccc1Cl. (2) Given the product CC(C(=O)NO)C(=O)C(F)(F)F, predict the reactants needed to synthesize it. The reactants are: CCOC(=O)C(C)C(=O)C(F)(F)F.NO. (3) Given the product CCCc1c(OCCCOc2cc(N)c(C)cc2Br)ccc(C(C)=O)c1O, predict the reactants needed to synthesize it. The reactants are: CCCc1c(OCCCOc2cc([N+](=O)[O-])c(C)cc2Br)ccc(C(C)=O)c1O. (4) Given the product O=S(=O)(c1cccc2cnccc12)N1CCNCC1, predict the reactants needed to synthesize it. The reactants are: C1CNCCN1.O=S(=O)(Cl)c1cccc2cnccc12. (5) Given the product CC(C)(C)OC(=O)N1CC[C@H](OC(=O)c2ccccc2)C1, predict the reactants needed to synthesize it. The reactants are: CC(C)(C)OC(=O)N1CC[C@@H](OS(C)(=O)=O)C1.O=C([O-])c1ccccc1. (6) The reactants are: CC(C)[C@H](NC(=O)OC(C)(C)C)C(=O)OCCCC(=O)OCc1ccccc1. Given the product CC(C)[C@H](NC(=O)OC(C)(C)C)C(=O)OCCCC(=O)O, predict the reactants needed to synthesize it.